This data is from Full USPTO retrosynthesis dataset with 1.9M reactions from patents (1976-2016). The task is: Predict the reactants needed to synthesize the given product. (1) Given the product [I:22][C:4]1[CH:3]=[C:2]([CH3:1])[C:7]([O:8][C:9]2[CH:14]=[CH:13][N:12]=[C:11]([C:15]3[CH:16]=[N:17][N:18]([CH3:20])[CH:19]=3)[CH:10]=2)=[CH:6][N:5]=1, predict the reactants needed to synthesize it. The reactants are: [CH3:1][C:2]1[C:7]([O:8][C:9]2[CH:14]=[CH:13][N:12]=[C:11]([C:15]3[CH:16]=[N:17][N:18]([CH3:20])[CH:19]=3)[CH:10]=2)=[CH:6][N:5]=[C:4](N)[CH:3]=1.[I:22]CI.C(ON=O)(C)(C)C. (2) Given the product [ClH:37].[F:22][C:14]1[CH:15]=[N:16][C:17]2[CH:18]=[CH:19][C:20](=[O:21])[N:11]3[CH2:10][CH:9]([CH2:8][N:5]4[CH2:6][CH2:7][C@H:2]([NH:1][CH2:35][C:33]5[CH:32]=[CH:31][C:28]6[O:29][CH2:30][C:25](=[O:24])[NH:26][C:27]=6[N:34]=5)[C@H:3]([F:23])[CH2:4]4)[C:13]=1[C:12]=23, predict the reactants needed to synthesize it. The reactants are: [NH2:1][C@H:2]1[CH2:7][CH2:6][N:5]([CH2:8][CH:9]2[C:13]3=[C:14]([F:22])[CH:15]=[N:16][C:17]4[CH:18]=[CH:19][C:20](=[O:21])[N:11]([C:12]=43)[CH2:10]2)[CH2:4][C@H:3]1[F:23].[O:24]=[C:25]1[CH2:30][O:29][C:28]2[CH:31]=[CH:32][C:33]([CH:35]=O)=[N:34][C:27]=2[NH:26]1.[Cl:37]CCl.CO. (3) Given the product [C:8](=[O:9])([O:10][C:11]1[CH:12]=[CH:13][C:14]([N+:17]([O-:19])=[O:18])=[CH:15][CH:16]=1)[O:6][CH:1]1[CH2:5][CH2:4][CH2:3][CH2:2]1, predict the reactants needed to synthesize it. The reactants are: [CH:1]1([OH:6])[CH2:5][CH2:4][CH2:3][CH2:2]1.Cl[C:8]([O:10][C:11]1[CH:16]=[CH:15][C:14]([N+:17]([O-:19])=[O:18])=[CH:13][CH:12]=1)=[O:9].C(N(CC)CC)C. (4) Given the product [Cl:13][C:14]1[CH:22]=[CH:21][C:17]([C:18]([NH:1][CH2:2][C:3]2[CH:4]=[CH:5][C:6]([C:7]([O:9][CH3:10])=[O:8])=[CH:11][CH:12]=2)=[O:19])=[CH:16][CH:15]=1, predict the reactants needed to synthesize it. The reactants are: [NH2:1][CH2:2][C:3]1[CH:12]=[CH:11][C:6]([C:7]([O:9][CH3:10])=[O:8])=[CH:5][CH:4]=1.[Cl:13][C:14]1[CH:22]=[CH:21][C:17]([C:18](Cl)=[O:19])=[CH:16][CH:15]=1. (5) Given the product [NH2:47][C:45]1[CH:46]=[CH:41][CH:42]=[CH:43][C:44]=1[NH:49][C:20]([C:18]1[O:17][C:14]2[CH2:15][CH2:16][N:11]([S:8]([C:5]3[CH:6]=[CH:7][C:2]([CH3:1])=[CH:3][CH:4]=3)(=[O:10])=[O:9])[CH2:12][C:13]=2[CH:19]=1)=[O:21], predict the reactants needed to synthesize it. The reactants are: [CH3:1][C:2]1[CH:7]=[CH:6][C:5]([S:8]([N:11]2[CH2:16][CH2:15][C:14]3[O:17][C:18]([C:20](O)=[O:21])=[CH:19][C:13]=3[CH2:12]2)(=[O:10])=[O:9])=[CH:4][CH:3]=1.CCN(CC)CC.CCN=C=NCCCN(C)C.[CH:41]1[CH:42]=[CH:43][C:44]2[N:49](O)N=[N:47][C:45]=2[CH:46]=1.C1(N)C=CC=CC=1N.